Dataset: Full USPTO retrosynthesis dataset with 1.9M reactions from patents (1976-2016). Task: Predict the reactants needed to synthesize the given product. Given the product [CH:1]([C:4]1[CH:9]=[CH:8][C:7]([C:10]2[N:14]([CH2:15][CH2:16][O:17][CH3:18])[C:13]3[C:19]([O:25][CH3:26])=[CH:20][C:21]([CH:23]=[O:28])=[CH:22][C:12]=3[N:11]=2)=[CH:6][CH:5]=1)([CH3:3])[CH3:2], predict the reactants needed to synthesize it. The reactants are: [CH:1]([C:4]1[CH:9]=[CH:8][C:7]([C:10]2[N:14]([CH2:15][CH2:16][O:17][CH3:18])[C:13]3[C:19]([O:25][CH3:26])=[CH:20][C:21]([C:23]#N)=[CH:22][C:12]=3[N:11]=2)=[CH:6][CH:5]=1)([CH3:3])[CH3:2].[PH2]([O-])=[O:28].[Na+].C(O)(=O)C.